From a dataset of Choline transporter screen with 302,306 compounds. Binary Classification. Given a drug SMILES string, predict its activity (active/inactive) in a high-throughput screening assay against a specified biological target. The drug is s1c2CCN(Cc2cc1)Cc1c([nH]nc1)c1cc(OC)c(OC)c(OC)c1. The result is 0 (inactive).